This data is from Experimentally validated miRNA-target interactions with 360,000+ pairs, plus equal number of negative samples. The task is: Binary Classification. Given a miRNA mature sequence and a target amino acid sequence, predict their likelihood of interaction. (1) The miRNA is rno-miR-130b-3p with sequence CAGUGCAAUGAUGAAAGGGCAU. The protein sequence of the target gene is MSISLSSLIFLPIWINMAQMQQGGSNETEQTAALKDLLSRIDLDELMKKDEPPFDFPDTLEGFEYAFNEKGQLRHIKTGEPFVFNYREDLHRWNQKRYEALGEIITRYVYELLESDCNLKKISIPVDATESEPKSFIFMSEDALTNPQKLMVLIHGSGVVRAGQWARRLIINEDLDSGTQIPFIKRAMDEGYGVIVLNPNENYIEVEKQKMHKQSSSSDGTDEPAGKRERRDKVSKETKKRRDFYEKYRNPQKEKEMMQLFIRENGSPEEHAVYVWDHFIAQAAAENVFFVAHSYGGLAF.... Result: 0 (no interaction). (2) The miRNA is mmu-miR-5106 with sequence AGGUCUGUAGCUCAGUUGGCAGA. The protein sequence of the target gene is MKNLLTEKCISSHNFHQKVIKQRMEKKVDSRYFKDGAVKKPYSAKTLSNKKSSASFGIRRELPSTSHLVQYRGTHTCTRQGRLRELRIRCVARKFLYLWIRMTFGRVFPSKARFYYEQRLLRKVFEEWKEEWWVFQHEWKLCVRADCHYRYYLYNLMFQTWKTYVRQQQEMRNKYIRAEVHDAKQKMRQAWKSWLIYVVVRRTKLQMQTTALEFRQRIILRVWWSTWRQRLGQVRVSRALHASALKHRALSLQVQAWSQWREQLLYVQKEKQKVVSAVKHHQHWQKRRFLKAWLEYLQVR.... Result: 0 (no interaction). (3) The miRNA is hsa-miR-199a-3p with sequence ACAGUAGUCUGCACAUUGGUUA. The protein sequence of the target gene is MDIRKFFGVISSGKKPVNETVKNEKTKASEGTVKGKKGVKEAKVNNSGKEDASKPKQHSKKKRIIYDSDSESEETVQVKNAKKKSEKLSLSYKPGKVSQKDPVTYVSETDEDDDFVCKKAASKSKENGVSTNSYLGTSNVKKNEENVKTKNKPLSPIKLTPTSVLDYFGTESVQRSGKKMVTSKRKESSQNTEDSRLNDEAIAKQLQLDEDAELERQLHEDEEFARTLALLDEEPKIKKARKDSEEGEESFSSVQDDLSKAEKQKSPNKAELFSTARKTYSPAKHGKGRASEDAKQPCKS.... Result: 0 (no interaction). (4) Result: 1 (interaction). The miRNA is hsa-miR-940 with sequence AAGGCAGGGCCCCCGCUCCCC. The protein sequence of the target gene is MGRGSGTFERLLDKATSQLLLETDWESILQICDLIRQGDTQAKYAVNSIKKKVNDKNPHVALYALEVMESVVKNCGQTVHDEVANKQTMEELKDLLKRQVEVNVRNKILYLIQAWAHAFRNEPKYKVVQDTYQIMKVEGHVFPEFKESDAMFAAERAPDWVDAEECHRCRVQFGVMTRKHHCRACGQIFCGKCSSKYSTIPKFGIEKEVRVCEPCYEQLNRKAEGKATSTTELPPEYLTSPLSQQSQLPPKRDETALQEEEELQLALALSQSEAEEKERLRQKSTYTSYPKAEPMPSASS.... (5) The miRNA is hsa-miR-6883-5p with sequence AGGGAGGGUGUGGUAUGGAUGU. The protein sequence of the target gene is MVCEKCEKKLGTVITPDTWKDGARNTTESGGRKLNENKALTSKKARFDPYGKNKFSTCRICKSSVHQPGSHYCQGCAYKKGICAMCGKKVLDTKNYKQTSV. Result: 1 (interaction). (6) The miRNA is mmu-miR-450b-3p with sequence AUUGGGAACAUUUUGCAUGCAU. The protein sequence of the target gene is MTELRQRVVREDAPPEDKESESEAKLDGETASDSESRAETAPLPTSVDDTPEVLNRALSNLSSRWKNWWVRGILTLAMIAFFFIIIYLGPMVLMMIVMCVQIKCFHEIITIGYNVYHSYDLPWFRTLSWYFLLCVNYFFYGETVTDYFFTLVQREEPLRILSKYHRFISFALYLTGFCMFVLSLVKKHYRLQFYMFGWTHVTLLIVVTQSHLVIHNLFEGMIWFIVPISCVICNDIMAYMFGFFFGRTPLIKLSPKKTWEGFIGGFFATVVFGLLLSYVMSGYRCFVCPVEYNNDTNSFT.... Result: 1 (interaction). (7) The miRNA is hsa-miR-3613-3p with sequence ACAAAAAAAAAAGCCCAACCCUUC. The protein sequence of the target gene is MEKLHQCYWKSGEPQSDDIEASRMKRAAAKHLIERYYHQLTEGCGNEACTNEFCASCPTFLRMDNNAAAIKALELYKINAKLCDPHPSKKGASSAYLENSKGAPNNSCSEIKMNKKGARIDFKDVTYLTEEKVYEILELCREREDYSPLIRVIGRVFSSAEALVQSFRKVKQHTKEELKSLQAKDEDKDEDEKEKAACSAAAMEEDSEASSSRIGDSSQGDNNLQKLGPDDVSVDIDAIRRVYTRLLSNEKIETAFLNALVYLSPNVECDLTYHNVYSRDPNYLNLFIIVMENRNLHSPE.... Result: 1 (interaction).